Dataset: Forward reaction prediction with 1.9M reactions from USPTO patents (1976-2016). Task: Predict the product of the given reaction. (1) Given the reactants [F:1][C:2]1[CH:7]=[CH:6][C:5]([CH2:8][CH2:9][S:10][CH:11]([C:22]([O:24][CH2:25][C:26]([Cl:29])([Cl:28])[Cl:27])=[O:23])[CH2:12][C:13]2[CH:21]=[CH:20][C:16]([C:17]([OH:19])=[O:18])=[CH:15][CH:14]=2)=[CH:4][CH:3]=1.O[CH2:31][C:32]1[CH:37]=[CH:36][C:35]([O:38][S:39]([CH3:42])(=[O:41])=[O:40])=[CH:34][CH:33]=1.C1(C2OC(C(F)(F)F)=C(COC(=O)C3C=CC(CC(SCCC4C=CC(F)=CC=4)C(OCC(Cl)(Cl)Cl)=O)=CC=3)N=2)C=CC=CC=1, predict the reaction product. The product is: [CH3:42][S:39]([O:38][C:35]1[CH:36]=[CH:37][C:32]([CH2:31][O:18][C:17](=[O:19])[C:16]2[CH:20]=[CH:21][C:13]([CH2:12][CH:11]([S:10][CH2:9][CH2:8][C:5]3[CH:6]=[CH:7][C:2]([F:1])=[CH:3][CH:4]=3)[C:22]([O:24][CH2:25][C:26]([Cl:29])([Cl:27])[Cl:28])=[O:23])=[CH:14][CH:15]=2)=[CH:33][CH:34]=1)(=[O:41])=[O:40]. (2) Given the reactants [CH3:1][O:2][C:3]1[C:8]2[N:9]=[C:10]([NH2:12])[S:11][C:7]=2[C:6]([N:13]2[CH2:18][CH2:17][O:16][CH2:15][CH2:14]2)=[CH:5][CH:4]=1.Cl[C:20](OC1C=CC=CC=1)=[O:21].[CH:29]12[O:36][CH:33]([CH2:34][CH2:35]1)[CH2:32][NH:31][CH2:30]2, predict the reaction product. The product is: [CH3:1][O:2][C:3]1[C:8]2[N:9]=[C:10]([NH:12][C:20]([N:31]3[CH2:30][CH:29]4[O:36][CH:33]([CH2:34][CH2:35]4)[CH2:32]3)=[O:21])[S:11][C:7]=2[C:6]([N:13]2[CH2:18][CH2:17][O:16][CH2:15][CH2:14]2)=[CH:5][CH:4]=1. (3) Given the reactants [CH2:1]([O:3][C:4]([C:6]1[N:7]([CH2:19][C:20]2[C:29]3[C:24](=[CH:25][CH:26]=[CH:27][CH:28]=3)[CH:23]=[CH:22][CH:21]=2)[C:8]2[C:13]([C:14]=1[CH2:15][NH:16][CH3:17])=[CH:12][C:11]([F:18])=[CH:10][CH:9]=2)=[O:5])[CH3:2].[CH3:30][S:31](Cl)(=[O:33])=[O:32], predict the reaction product. The product is: [CH2:1]([O:3][C:4]([C:6]1[N:7]([CH2:19][C:20]2[C:29]3[C:24](=[CH:25][CH:26]=[CH:27][CH:28]=3)[CH:23]=[CH:22][CH:21]=2)[C:8]2[C:13]([C:14]=1[CH2:15][N:16]([S:31]([CH3:30])(=[O:33])=[O:32])[CH3:17])=[CH:12][C:11]([F:18])=[CH:10][CH:9]=2)=[O:5])[CH3:2]. (4) Given the reactants [S:1]=[C:2]1[NH:6][C:5]2[CH:7]=[CH:8][C:9]([C:11]([OH:13])=O)=[CH:10][C:4]=2[O:3]1.Cl.[CH2:15]([NH2:17])[CH3:16].F[P-](F)(F)(F)(F)F.N1(OC(N(C)C)=[N+](C)C)C2N=CC=CC=2N=N1.C(N(CC)CC)C, predict the reaction product. The product is: [CH2:15]([NH:17][C:11]([C:9]1[CH:8]=[CH:7][C:5]2[NH:6][C:2](=[S:1])[O:3][C:4]=2[CH:10]=1)=[O:13])[CH3:16]. (5) The product is: [OH:4][CH2:3][C@@H:2]([NH:1][C:15](=[O:16])[O:17][CH2:18][C:19]1[CH:24]=[CH:23][CH:22]=[CH:21][CH:20]=1)[CH3:5]. Given the reactants [NH2:1][C@@H:2]([CH3:5])[CH2:3][OH:4].CCN(C(C)C)C(C)C.[C:15](Cl)([O:17][CH2:18][C:19]1[CH:24]=[CH:23][CH:22]=[CH:21][CH:20]=1)=[O:16], predict the reaction product.